From a dataset of Forward reaction prediction with 1.9M reactions from USPTO patents (1976-2016). Predict the product of the given reaction. (1) Given the reactants [CH2:1]([C:5]1[N:9]([CH2:10][C:11]2[CH:16]=[CH:15][C:14]([C:17]3[CH:22]=[CH:21][CH:20]=[CH:19][C:18]=3[C:23]3[NH:27][N:26]=[N:25][N:24]=3)=[CH:13][CH:12]=2)[N:8]=[C:7]([CH:28](OC)[O:29]C)[N:6]=1)[CH2:2][CH2:3][CH3:4], predict the reaction product. The product is: [CH2:1]([C:5]1[N:9]([CH2:10][C:11]2[CH:16]=[CH:15][C:14]([C:17]3[CH:22]=[CH:21][CH:20]=[CH:19][C:18]=3[C:23]3[NH:27][N:26]=[N:25][N:24]=3)=[CH:13][CH:12]=2)[N:8]=[C:7]([CH:28]=[O:29])[N:6]=1)[CH2:2][CH2:3][CH3:4]. (2) Given the reactants [Cl:1][C:2]1[N:7]=[C:6](Cl)[CH:5]=[CH:4][N:3]=1.[OH:9][C:10]1[CH:38]=[CH:37][CH:36]=[CH:35][C:11]=1[CH2:12][NH:13][C:14]([NH:16][C:17]1[N:21]([C:22]2[CH:27]=[CH:26][C:25]([CH:28]([CH3:30])[CH3:29])=[CH:24][CH:23]=2)[N:20]=[C:19]([C:31]([CH3:34])([CH3:33])[CH3:32])[CH:18]=1)=[O:15].[OH-].[Na+].[Cl-].[NH4+], predict the reaction product. The product is: [Cl:1][C:2]1[N:7]=[C:6]([O:9][C:10]2[CH:38]=[CH:37][CH:36]=[CH:35][C:11]=2[CH2:12][NH:13][C:14]([NH:16][C:17]2[N:21]([C:22]3[CH:27]=[CH:26][C:25]([CH:28]([CH3:30])[CH3:29])=[CH:24][CH:23]=3)[N:20]=[C:19]([C:31]([CH3:32])([CH3:34])[CH3:33])[CH:18]=2)=[O:15])[CH:5]=[CH:4][N:3]=1.